Dataset: Full USPTO retrosynthesis dataset with 1.9M reactions from patents (1976-2016). Task: Predict the reactants needed to synthesize the given product. (1) Given the product [Br:14][CH:4]([CH2:3][CH2:2][CH3:13])[C:5]([C:7]1[CH:12]=[CH:17][C:16]([OH:19])=[CH:9][CH:8]=1)=[O:6], predict the reactants needed to synthesize it. The reactants are: O[CH:2]([CH3:13])[CH2:3][CH2:4][C:5]([C:7]1[CH:12]=CC=[CH:9][CH:8]=1)=[O:6].[Br:14]Br.[C:16]([OH:19])(=O)[CH3:17]. (2) Given the product [C:16]1([CH3:17])[CH:15]=[C:14]([CH3:18])[CH:13]=[C:12]([CH3:19])[C:11]=1[C:10]1[C:9]([CH3:20])=[N:8][N:7]2[C:2]3[S:27][CH2:23][CH2:22][C:3]=3[C:4]([CH3:21])=[N:5][C:6]=12, predict the reactants needed to synthesize it. The reactants are: Cl[C:2]1[N:7]2[N:8]=[C:9]([CH3:20])[C:10]([C:11]3[C:16]([CH3:17])=[CH:15][C:14]([CH3:18])=[CH:13][C:12]=3[CH3:19])=[C:6]2[N:5]=[C:4]([CH3:21])[C:3]=1[CH2:22][CH2:23]Cl.NC(N)=[S:27].C(=O)([O-])[O-].[Na+].[Na+].O. (3) Given the product [CH3:3][O:2][N:4]=[C:12]1[CH2:11][C:10]2[C:15](=[CH:16][C:7]([O:6][CH3:5])=[CH:8][CH:9]=2)[O:14][CH2:13]1, predict the reactants needed to synthesize it. The reactants are: Cl.[O:2]([NH2:4])[CH3:3].[CH3:5][O:6][C:7]1[CH:16]=[C:15]2[C:10]([CH2:11][C:12](=O)[CH2:13][O:14]2)=[CH:9][CH:8]=1. (4) Given the product [CH2:1]([O:8][C:9](=[O:10])[NH:11][C:12]1([C:15](=[O:17])[NH2:19])[CH2:14][CH2:13]1)[C:2]1[CH:7]=[CH:6][CH:5]=[CH:4][CH:3]=1, predict the reactants needed to synthesize it. The reactants are: [CH2:1]([O:8][C:9]([NH:11][C:12]1([C:15]([OH:17])=O)[CH2:14][CH2:13]1)=[O:10])[C:2]1[CH:7]=[CH:6][CH:5]=[CH:4][CH:3]=1.C[N:19](C(ON1N=NC2C=CC=NC1=2)=[N+](C)C)C.F[P-](F)(F)(F)(F)F.CCN(CC)CC.C(=O)([O-])O.[NH4+]. (5) Given the product [Br:1][C:2]1[CH:3]=[C:4]([C:5]2[O:16][C:14]([CH3:15])=[C:8]([CH2:9][C:10]([O:12][CH3:13])=[O:11])[N:7]=2)[CH:17]=[CH:18][C:19]=1[CH3:20], predict the reactants needed to synthesize it. The reactants are: [Br:1][C:2]1[CH:3]=[C:4]([CH:17]=[CH:18][C:19]=1[CH3:20])[C:5]([NH:7][CH:8]([C:14](=[O:16])[CH3:15])[CH2:9][C:10]([O:12][CH3:13])=[O:11])=O.OS(O)(=O)=O. (6) Given the product [NH2:21][CH2:20][C:18]1[CH:17]=[CH:16][C:9]2[N:10]([CH2:11][CH2:12][CH:13]([CH3:14])[CH3:15])[C:6]([CH2:5][OH:4])=[N:7][C:8]=2[CH:19]=1, predict the reactants needed to synthesize it. The reactants are: CO.Cl.[OH:4][CH2:5][C:6]1[N:10]([CH2:11][CH2:12][CH:13]([CH3:15])[CH3:14])[C:9]2[CH:16]=[CH:17][C:18]([C:20]#[N:21])=[CH:19][C:8]=2[N:7]=1. (7) Given the product [OH:16][C:17]([CH3:33])([CH3:32])[CH2:18][O:1][C:2]1[CH:3]=[CH:4][C:5]2[N:6]([N:9]=[CH:10][C:11]=2[C:12]([OH:14])=[O:13])[C:7]=1[CH3:8], predict the reactants needed to synthesize it. The reactants are: [OH:1][C:2]1[CH:3]=[CH:4][C:5]2[N:6]([N:9]=[CH:10][C:11]=2[C:12]([O:14]C)=[O:13])[C:7]=1[CH3:8].[OH:16][C:17]([CH3:33])([CH3:32])[CH2:18]OC1C=CC2N(N=CC=2C(O)=O)C=1.O1CC1. (8) Given the product [C:33]([N:26]1[C@H:27]([C:29]([O:31][CH3:32])=[O:30])[CH2:28][C:23]2([O:22][N:21]=[C:20]([C:17]3([C:14]4[CH:15]=[CH:16][C:11]([Cl:10])=[CH:12][CH:13]=4)[CH2:18][CH2:19]3)[CH2:24]2)[CH2:25]1)(=[O:35])[CH3:34], predict the reactants needed to synthesize it. The reactants are: C(N(CC)C(C)C)(C)C.[Cl:10][C:11]1[CH:16]=[CH:15][C:14]([C:17]2([C:20]3[CH2:24][C@:23]4([CH2:28][C@@H:27]([C:29]([O:31][CH3:32])=[O:30])[NH:26][CH2:25]4)[O:22][N:21]=3)[CH2:19][CH2:18]2)=[CH:13][CH:12]=1.[C:33](Cl)(=[O:35])[CH3:34].C(O)(C(F)(F)F)=O. (9) Given the product [F:18][C:19]1[C:26]([F:27])=[CH:25][CH:24]=[CH:23][C:20]=1[CH2:21][S:17][C:6]1[N:7]=[C:8]([OH:16])[C:9]([CH2:10][C:11]([O:13][CH2:14][CH3:15])=[O:12])=[C:4]([OH:3])[N:5]=1, predict the reactants needed to synthesize it. The reactants are: [H-].[Na+].[OH:3][C:4]1[C:9]([CH2:10][C:11]([O:13][CH2:14][CH3:15])=[O:12])=[C:8]([OH:16])[N:7]=[C:6]([SH:17])[N:5]=1.[F:18][C:19]1[C:26]([F:27])=[CH:25][CH:24]=[CH:23][C:20]=1[CH2:21]Br.O.